From a dataset of Forward reaction prediction with 1.9M reactions from USPTO patents (1976-2016). Predict the product of the given reaction. (1) Given the reactants [C:1]1([C:7]2[CH:8]=[C:9]([C:19]([C:21]3[CH:26]=[C:25]([C:27]4[CH:32]=[CH:31][CH:30]=[CH:29][CH:28]=4)[CH:24]=[C:23]([C:33]4[CH:38]=[CH:37][CH:36]=[CH:35][CH:34]=4)[CH:22]=3)=O)[CH:10]=[C:11]([C:13]3[CH:18]=[CH:17][CH:16]=[CH:15][CH:14]=3)[CH:12]=2)[CH:6]=[CH:5][CH:4]=[CH:3][CH:2]=1.[OH-].[K+].O.NN, predict the reaction product. The product is: [C:1]1([C:7]2[CH:8]=[C:9]([CH2:19][C:21]3[CH:26]=[C:25]([C:27]4[CH:28]=[CH:29][CH:30]=[CH:31][CH:32]=4)[CH:24]=[C:23]([C:33]4[CH:34]=[CH:35][CH:36]=[CH:37][CH:38]=4)[CH:22]=3)[CH:10]=[C:11]([C:13]3[CH:14]=[CH:15][CH:16]=[CH:17][CH:18]=3)[CH:12]=2)[CH:6]=[CH:5][CH:4]=[CH:3][CH:2]=1. (2) Given the reactants C([NH:5][S:6]([C:9]1[CH:14]=[CH:13][CH:12]=[C:11]([C:15]2[CH:20]=[C:19]([C:21]3[CH:26]=[C:25]([C:27]([F:30])([F:29])[F:28])[CH:24]=[C:23]([C:31]4[CH:36]=[CH:35][C:34]([C:37]([F:40])([F:39])[F:38])=[CH:33][CH:32]=4)[N:22]=3)[CH:18]=[CH:17][N:16]=2)[CH:10]=1)(=[O:8])=[O:7])(C)(C)C.C(O)(C(F)(F)F)=O, predict the reaction product. The product is: [F:30][C:27]([F:28])([F:29])[C:25]1[CH:24]=[C:23]([C:31]2[CH:36]=[CH:35][C:34]([C:37]([F:38])([F:39])[F:40])=[CH:33][CH:32]=2)[N:22]=[C:21]([C:19]2[CH:18]=[CH:17][N:16]=[C:15]([C:11]3[CH:10]=[C:9]([S:6]([NH2:5])(=[O:8])=[O:7])[CH:14]=[CH:13][CH:12]=3)[CH:20]=2)[CH:26]=1.